Task: Predict the product of the given reaction.. Dataset: Forward reaction prediction with 1.9M reactions from USPTO patents (1976-2016) (1) The product is: [CH2:1]([C:8]1[CH:9]=[N:10][C:11]2[C:16]([C:17]=1[C:18]1[CH:23]=[CH:22][CH:21]=[C:20]([O:24][CH2:39][CH:29]3[C:38]4[C:33](=[CH:34][CH:35]=[CH:36][CH:37]=4)[CH2:32][CH2:31][CH2:30]3)[CH:19]=1)=[CH:15][CH:14]=[CH:13][C:12]=2[C:25]([F:28])([F:26])[F:27])[C:2]1[CH:3]=[CH:4][CH:5]=[CH:6][CH:7]=1. Given the reactants [CH2:1]([C:8]1[CH:9]=[N:10][C:11]2[C:16]([C:17]=1[C:18]1[CH:19]=[C:20]([OH:24])[CH:21]=[CH:22][CH:23]=1)=[CH:15][CH:14]=[CH:13][C:12]=2[C:25]([F:28])([F:27])[F:26])[C:2]1[CH:7]=[CH:6][CH:5]=[CH:4][CH:3]=1.[CH:29]1([CH2:39]O)[C:38]2[C:33](=[CH:34][CH:35]=[CH:36][CH:37]=2)[CH2:32][CH2:31][CH2:30]1, predict the reaction product. (2) The product is: [F:22][C:23]1[CH:24]=[C:25]([NH:26][S:2]([C:5]2[CH:14]=[CH:13][C:12]3[NH:11][C:10](=[O:15])[C:9]4[NH:16][CH:17]=[CH:18][C:8]=4[C:7]=3[CH:6]=2)(=[O:3])=[O:4])[CH:27]=[CH:28][C:29]=1[F:30].[CH2:18]([C:19]([O-:21])=[O:20])[CH3:17]. Given the reactants Cl[S:2]([C:5]1[CH:14]=[CH:13][C:12]2[NH:11][C:10](=[O:15])[C:9]3[NH:16][CH:17]=[C:18]([C:19]([OH:21])=[O:20])[C:8]=3[C:7]=2[CH:6]=1)(=[O:4])=[O:3].[F:22][C:23]1[CH:24]=[C:25]([CH:27]=[CH:28][C:29]=1[F:30])[NH2:26], predict the reaction product. (3) Given the reactants [C:1]([C:3]1[CH:4]=[C:5]([CH:10]=[CH:11][C:12]=1[O:13][CH:14]([CH3:16])[CH3:15])[C:6]([O:8]C)=[O:7])#[N:2].[OH-].[K+], predict the reaction product. The product is: [C:1]([C:3]1[CH:4]=[C:5]([CH:10]=[CH:11][C:12]=1[O:13][CH:14]([CH3:16])[CH3:15])[C:6]([OH:8])=[O:7])#[N:2]. (4) The product is: [CH:10]([C:5]1[O:6][N:2]=[C:3]([NH2:13])[CH:4]=1)([CH3:12])[CH3:11]. Given the reactants O[N:2]=[C:3]([NH2:13])[CH2:4][C:5]1([CH:10]([CH3:12])[CH3:11])OCC[O:6]1.Cl, predict the reaction product. (5) Given the reactants [N:1]1([CH2:10][C:11]2[CH:20]=[CH:19][C:14]([C:15](OC)=[O:16])=[CH:13][CH:12]=2)[C:9]2[C:4](=[CH:5][CH:6]=[CH:7][CH:8]=2)[CH2:3][CH2:2]1.[H-].C([Al+]CC(C)C)C(C)C, predict the reaction product. The product is: [N:1]1([CH2:10][C:11]2[CH:12]=[CH:13][C:14]([CH2:15][OH:16])=[CH:19][CH:20]=2)[C:9]2[C:4](=[CH:5][CH:6]=[CH:7][CH:8]=2)[CH2:3][CH2:2]1. (6) Given the reactants Br[C:2]1[C:3]([C:8]#[N:9])=[N:4][CH:5]=[CH:6][CH:7]=1.[NH:10]1[C:18]2[C:13](=[CH:14][CH:15]=[CH:16][CH:17]=2)[CH:12]=[CH:11]1.C([O-])([O-])=O.[Cs+].[Cs+], predict the reaction product. The product is: [N:10]1([C:2]2[C:3]([C:8]#[N:9])=[N:4][CH:5]=[CH:6][CH:7]=2)[C:18]2[C:13](=[CH:14][CH:15]=[CH:16][CH:17]=2)[CH:12]=[CH:11]1. (7) Given the reactants [F:1][CH2:2][CH2:3][O:4][CH2:5][CH2:6][O:7][CH2:8][CH2:9][O:10][C:11]1[CH:12]=[C:13]([C@@H:17]([NH:23][C:24]([C@@H:26]2[CH2:31][CH2:30][CH2:29][N:28]([C:32](=[O:48])[CH2:33][CH2:34][CH:35]3[CH2:40][CH2:39][N:38](C(OC(C)(C)C)=O)[CH2:37][CH2:36]3)[CH2:27]2)=[O:25])[CH2:18][C:19]([O:21]C)=[O:20])[CH:14]=[N:15][CH:16]=1.CO.O.O.O.O.O.O.O.O.[OH-].[Ba+2].[OH-], predict the reaction product. The product is: [F:1][CH2:2][CH2:3][O:4][CH2:5][CH2:6][O:7][CH2:8][CH2:9][O:10][C:11]1[CH:12]=[C:13]([C@H:17]([NH:23][C:24]([C@H:26]2[CH2:31][CH2:30][CH2:29][N:28]([C:32](=[O:48])[CH2:33][CH2:34][CH:35]3[CH2:40][CH2:39][NH:38][CH2:37][CH2:36]3)[CH2:27]2)=[O:25])[CH2:18][C:19]([OH:21])=[O:20])[CH:14]=[N:15][CH:16]=1. (8) Given the reactants Cl[C:2]1[CH:3]=[CH:4][C:5]([N+:9]([O-:11])=[O:10])=[C:6]([NH2:8])[CH:7]=1.Cl.[CH3:13][O:14][C:15]1[CH:20]=[CH:19][CH:18]=[CH:17][C:16]=1[N:21]1[CH2:26][CH2:25][NH:24][CH2:23][CH2:22]1.C([O-])([O-])=O.[K+].[K+].O, predict the reaction product. The product is: [CH3:13][O:14][C:15]1[CH:20]=[CH:19][CH:18]=[CH:17][C:16]=1[N:21]1[CH2:26][CH2:25][N:24]([C:2]2[CH:3]=[CH:4][C:5]([N+:9]([O-:11])=[O:10])=[C:6]([NH2:8])[CH:7]=2)[CH2:23][CH2:22]1. (9) Given the reactants [Cl:1][C:2]1[CH:31]=[CH:30][C:5]([CH2:6][N:7]2[C:15]3[C:14](=[O:16])[N:13]([CH2:17][CH2:18][CH2:19][O:20][CH:21]4[CH2:26][CH2:25][CH2:24][CH2:23][O:22]4)[C:12](=[O:27])[N:11]([CH3:28])[C:10]=3[N:9]=[C:8]2[SH:29])=[CH:4][CH:3]=1.Br[CH2:33][C:34]1[CH:39]=[CH:38][CH:37]=[C:36]([O:40][C:41]([F:44])([F:43])[F:42])[CH:35]=1.C(=O)([O-])[O-].[K+].[K+], predict the reaction product. The product is: [Cl:1][C:2]1[CH:3]=[CH:4][C:5]([CH2:6][N:7]2[C:15]3[C:14](=[O:16])[N:13]([CH2:17][CH2:18][CH2:19][O:20][CH:21]4[CH2:26][CH2:25][CH2:24][CH2:23][O:22]4)[C:12](=[O:27])[N:11]([CH3:28])[C:10]=3[N:9]=[C:8]2[S:29][CH2:33][C:34]2[CH:39]=[CH:38][CH:37]=[C:36]([O:40][C:41]([F:42])([F:43])[F:44])[CH:35]=2)=[CH:30][CH:31]=1.